Predict which catalyst facilitates the given reaction. From a dataset of Catalyst prediction with 721,799 reactions and 888 catalyst types from USPTO. (1) Reactant: [CH3:1][O:2][C:3](=[O:28])[C@H:4]([CH2:24][CH2:25][S:26][CH3:27])[NH:5][C:6](=[O:23])[C:7]1[CH:12]=[CH:11][C:10]([S:13](Cl)(=[O:15])=[O:14])=[CH:9][C:8]=1[C:17]1[CH:22]=[CH:21][CH:20]=[CH:19][CH:18]=1.[NH3:29]. Product: [CH3:1][O:2][C:3](=[O:28])[C@H:4]([CH2:24][CH2:25][S:26][CH3:27])[NH:5][C:6](=[O:23])[C:7]1[CH:12]=[CH:11][C:10]([S:13]([NH2:29])(=[O:15])=[O:14])=[CH:9][C:8]=1[C:17]1[CH:22]=[CH:21][CH:20]=[CH:19][CH:18]=1. The catalyst class is: 4. (2) Reactant: P(Br)(Br)[Br:2].O[CH2:6][C:7]1[CH:12]=[CH:11][C:10]([CH2:13][C:14]#[N:15])=[CH:9][CH:8]=1.O. Product: [Br:2][CH2:6][C:7]1[CH:12]=[CH:11][C:10]([CH2:13][C:14]#[N:15])=[CH:9][CH:8]=1. The catalyst class is: 237. (3) Reactant: [Cl-].[NH4+].[C:3]([O:7][C:8]([NH:10][CH:11]1[CH2:16][CH2:15][CH:14]([N:17]([C@@H:25]2[CH2:27][C@H:26]2[C:28]2[CH:33]=[CH:32][C:31]([C:34]3[CH:39]=[CH:38][CH:37]=[C:36]([NH:40][S:41]([C:44]4[CH:45]=[N:46][C:47]([N+:50]([O-])=O)=[CH:48][CH:49]=4)(=[O:43])=[O:42])[CH:35]=3)=[CH:30][CH:29]=2)[C:18](=[O:24])[O:19][C:20]([CH3:23])([CH3:22])[CH3:21])[CH2:13][CH2:12]1)=[O:9])([CH3:6])([CH3:5])[CH3:4]. Product: [NH2:50][C:47]1[N:46]=[CH:45][C:44]([S:41]([NH:40][C:36]2[CH:35]=[C:34]([C:31]3[CH:30]=[CH:29][C:28]([C@@H:26]4[CH2:27][C@H:25]4[N:17]([CH:14]4[CH2:13][CH2:12][CH:11]([NH:10][C:8]([O:7][C:3]([CH3:6])([CH3:5])[CH3:4])=[O:9])[CH2:16][CH2:15]4)[C:18](=[O:24])[O:19][C:20]([CH3:22])([CH3:23])[CH3:21])=[CH:33][CH:32]=3)[CH:39]=[CH:38][CH:37]=2)(=[O:42])=[O:43])=[CH:49][CH:48]=1. The catalyst class is: 447.